Task: Regression. Given two drug SMILES strings and cell line genomic features, predict the synergy score measuring deviation from expected non-interaction effect.. Dataset: NCI-60 drug combinations with 297,098 pairs across 59 cell lines (1) Drug 1: C1CC(C1)(C(=O)O)C(=O)O.[NH2-].[NH2-].[Pt+2]. Drug 2: CC(C)(C#N)C1=CC=C(C=C1)N2C3=C4C=C(C=CC4=NC=C3N(C2=O)C)C5=CC6=CC=CC=C6N=C5. Cell line: SW-620. Synergy scores: CSS=70.5, Synergy_ZIP=4.33, Synergy_Bliss=3.82, Synergy_Loewe=3.97, Synergy_HSA=8.69. (2) Drug 1: C1=NC2=C(N=C(N=C2N1C3C(C(C(O3)CO)O)O)F)N. Drug 2: C(CCl)NC(=O)N(CCCl)N=O. Cell line: NCIH23. Synergy scores: CSS=7.31, Synergy_ZIP=3.33, Synergy_Bliss=11.6, Synergy_Loewe=3.42, Synergy_HSA=4.06. (3) Drug 1: C1C(C(OC1N2C=NC(=NC2=O)N)CO)O. Drug 2: CC1CCCC2(C(O2)CC(NC(=O)CC(C(C(=O)C(C1O)C)(C)C)O)C(=CC3=CSC(=N3)C)C)C. Cell line: NCI-H460. Synergy scores: CSS=73.8, Synergy_ZIP=-0.188, Synergy_Bliss=0.491, Synergy_Loewe=0.507, Synergy_HSA=0.741. (4) Drug 1: CC1=C(C=C(C=C1)C(=O)NC2=CC(=CC(=C2)C(F)(F)F)N3C=C(N=C3)C)NC4=NC=CC(=N4)C5=CN=CC=C5. Drug 2: CC12CCC3C(C1CCC2O)C(CC4=C3C=CC(=C4)O)CCCCCCCCCS(=O)CCCC(C(F)(F)F)(F)F. Cell line: SK-OV-3. Synergy scores: CSS=-4.07, Synergy_ZIP=3.84, Synergy_Bliss=3.87, Synergy_Loewe=-5.69, Synergy_HSA=-5.53. (5) Drug 1: CNC(=O)C1=CC=CC=C1SC2=CC3=C(C=C2)C(=NN3)C=CC4=CC=CC=N4. Drug 2: C1CCC(C(C1)N)N.C(=O)(C(=O)[O-])[O-].[Pt+4]. Cell line: A498. Synergy scores: CSS=20.1, Synergy_ZIP=-8.07, Synergy_Bliss=5.32, Synergy_Loewe=-0.113, Synergy_HSA=6.38.